From a dataset of Peptide-MHC class I binding affinity with 185,985 pairs from IEDB/IMGT. Regression. Given a peptide amino acid sequence and an MHC pseudo amino acid sequence, predict their binding affinity value. This is MHC class I binding data. The peptide sequence is KPKLKVATL. The MHC is HLA-A02:01 with pseudo-sequence HLA-A02:01. The binding affinity (normalized) is 0.0847.